The task is: Predict the reactants needed to synthesize the given product.. This data is from Full USPTO retrosynthesis dataset with 1.9M reactions from patents (1976-2016). (1) Given the product [CH3:1][C:2]1[CH:3]=[CH:4][C:5]2[NH:11][C:12](=[O:13])[O:8][C:7](=[O:9])[C:6]=2[CH:10]=1, predict the reactants needed to synthesize it. The reactants are: [CH3:1][C:2]1[CH:10]=[C:6]([C:7]([OH:9])=[O:8])[C:5]([NH2:11])=[CH:4][CH:3]=1.[C:12](Cl)(Cl)=[O:13].C(=O)([O-])O.[Na+]. (2) Given the product [NH2:29][C:28]1[N:27]=[CH:26][N:25]=[C:24]2[N:20]([CH:15]3[CH2:19][CH2:18][CH2:17][CH2:16]3)[N:21]=[C:22]([C:39]3[CH:51]=[CH:50][C:42]4[N:43]=[C:44]([NH:46][C:47](=[O:49])[CH3:48])[S:45][C:41]=4[CH:40]=3)[C:23]=12, predict the reactants needed to synthesize it. The reactants are: IC1C2C(=NC=NC=2N)N(C(C)C)N=1.[CH:15]1([N:20]2[C:24]3=[N:25][CH:26]=[N:27][C:28]([NH2:29])=[C:23]3[C:22](I)=[N:21]2)[CH2:19][CH2:18][CH2:17][CH2:16]1.CC1(C)C(C)(C)OB([C:39]2[CH:51]=[CH:50][C:42]3[N:43]=[C:44]([NH:46][C:47](=[O:49])[CH3:48])[S:45][C:41]=3[CH:40]=2)O1.C1(P(C2C=CC=CC=2)C2C=CC=CC=2)C=CC=CC=1.C([O-])([O-])=O.[Na+].[Na+]. (3) Given the product [F:1][C:2]1[CH:7]=[CH:6][C:5]([CH:8]2[C:12]3([CH2:17][CH2:16][CH2:15][NH:14][CH2:13]3)[C:11](=[O:25])[N:10]([CH2:26][C:27]3[CH:31]=[C:30]([CH3:32])[O:29][N:28]=3)[CH2:9]2)=[CH:4][CH:3]=1, predict the reactants needed to synthesize it. The reactants are: [F:1][C:2]1[CH:7]=[CH:6][C:5]([CH:8]2[C:12]3([CH2:17][CH2:16][CH2:15][N:14](C(OC(C)(C)C)=O)[CH2:13]3)[C:11](=[O:25])[N:10]([CH2:26][C:27]3[CH:31]=[C:30]([CH3:32])[O:29][N:28]=3)[CH2:9]2)=[CH:4][CH:3]=1.FC(F)(F)C(O)=O.